This data is from Full USPTO retrosynthesis dataset with 1.9M reactions from patents (1976-2016). The task is: Predict the reactants needed to synthesize the given product. (1) The reactants are: [CH3:1][C:2]1[CH:7]=[C:6]([C:8]2[CH:13]=[CH:12][C:11]([C:14]([F:17])([F:16])[F:15])=[CH:10][CH:9]=2)[N:5]=[C:4]([C:18]2[CH:23]=[CH:22][N:21]=[C:20]([C:24]3[CH:29]=[CH:28][CH:27]=[C:26]([N+:30]([O-])=O)[CH:25]=3)[CH:19]=2)[CH:3]=1.[H][H]. Given the product [CH3:1][C:2]1[CH:7]=[C:6]([C:8]2[CH:13]=[CH:12][C:11]([C:14]([F:17])([F:15])[F:16])=[CH:10][CH:9]=2)[N:5]=[C:4]([C:18]2[CH:23]=[CH:22][N:21]=[C:20]([C:24]3[CH:25]=[C:26]([NH2:30])[CH:27]=[CH:28][CH:29]=3)[CH:19]=2)[CH:3]=1, predict the reactants needed to synthesize it. (2) Given the product [Cl:50][C:13]1[C:14]2[C:19](=[CH:18][CH:17]=[C:16]([O:20][C:21]3[CH:26]=[CH:25][C:24]([C:27]([F:30])([F:28])[F:29])=[CH:23][CH:22]=3)[CH:15]=2)[N:11]([C:8]2[CH:9]=[CH:10][C:5]([O:4][CH:1]([CH3:3])[CH3:2])=[CH:6][CH:7]=2)[C:12]=1[C:31]1[NH:35][N:34]=[N:33][N:32]=1, predict the reactants needed to synthesize it. The reactants are: [CH:1]([O:4][C:5]1[CH:10]=[CH:9][C:8]([N:11]2[C:19]3[C:14](=[CH:15][C:16]([O:20][C:21]4[CH:26]=[CH:25][C:24]([C:27]([F:30])([F:29])[F:28])=[CH:23][CH:22]=4)=[CH:17][CH:18]=3)[CH:13]=[C:12]2[C:31]2[NH:35][N:34]=[N:33][N:32]=2)=[CH:7][CH:6]=1)([CH3:3])[CH3:2].C(OC(C1N(C2C=CC(OC(C)C)=CC=2)C2C(C=1[Cl:50])=CC(OC1C=CC(C(F)(F)F)=CC=1)=CC=2)=O)C.